Predict the reaction yield, written as a fraction of the theoretical maximum amount of product (1.0 means a 100% yield; for example, 0.34 means a 34% yield). From a dataset of Reaction yield outcomes from USPTO patents with 853,638 reactions. (1) The reactants are [F:1][C:2]1[C:3]([NH:30][CH:31]2[CH2:36][CH2:35][CH:34]([OH:37])[CH2:33][CH2:32]2)=[C:4]([CH:10]=[C:11]([C:13]2[CH:14]=[C:15]3[C:21]([C:22]4[CH:27]=[CH:26][CH:25]=[CH:24][C:23]=4[O:28][CH3:29])=[N:20][NH:19][C:16]3=[N:17][CH:18]=2)[CH:12]=1)[C:5]([N:7]([CH3:9])[CH3:8])=[O:6].CC(OI1(OC(C)=O)(OC(C)=O)OC(=O)C2C1=CC=CC=2)=O. The catalyst is ClCCl. The product is [F:1][C:2]1[C:3]([NH:30][CH:31]2[CH2:36][CH2:35][C:34](=[O:37])[CH2:33][CH2:32]2)=[C:4]([CH:10]=[C:11]([C:13]2[CH:14]=[C:15]3[C:21]([C:22]4[CH:27]=[CH:26][CH:25]=[CH:24][C:23]=4[O:28][CH3:29])=[N:20][NH:19][C:16]3=[N:17][CH:18]=2)[CH:12]=1)[C:5]([N:7]([CH3:9])[CH3:8])=[O:6]. The yield is 0.680. (2) The reactants are Br[CH2:2][C:3]([C:5]1[CH:10]=[C:9]([Cl:11])[CH:8]=[CH:7][C:6]=1[Cl:12])=[O:4].[C:13]1(=[O:23])[NH:17][C:16](=[O:18])[C:15]2=[CH:19][CH:20]=[CH:21][CH:22]=[C:14]12.[K].O. The catalyst is CN(C)C=O. The product is [Cl:12][C:6]1[CH:7]=[CH:8][C:9]([Cl:11])=[CH:10][C:5]=1[C:3](=[O:4])[CH2:2][N:17]1[C:13](=[O:23])[C:14]2[C:15](=[CH:19][CH:20]=[CH:21][CH:22]=2)[C:16]1=[O:18]. The yield is 0.880.